Dataset: NCI-60 drug combinations with 297,098 pairs across 59 cell lines. Task: Regression. Given two drug SMILES strings and cell line genomic features, predict the synergy score measuring deviation from expected non-interaction effect. Drug 1: CCC(=C(C1=CC=CC=C1)C2=CC=C(C=C2)OCCN(C)C)C3=CC=CC=C3.C(C(=O)O)C(CC(=O)O)(C(=O)O)O. Drug 2: CC=C1C(=O)NC(C(=O)OC2CC(=O)NC(C(=O)NC(CSSCCC=C2)C(=O)N1)C(C)C)C(C)C. Cell line: MDA-MB-231. Synergy scores: CSS=42.0, Synergy_ZIP=0.624, Synergy_Bliss=3.87, Synergy_Loewe=-19.0, Synergy_HSA=1.68.